From a dataset of Forward reaction prediction with 1.9M reactions from USPTO patents (1976-2016). Predict the product of the given reaction. The product is: [Br:1][CH2:29][C:11]1[N:10]([CH2:9][C:8]([O:7][C:3]([CH3:6])([CH3:5])[CH3:4])=[O:30])[C:15](=[O:16])[CH2:14][CH:13]([C:17]2[CH:22]=[C:21]([Cl:23])[CH:20]=[CH:19][C:18]=2[Cl:24])[C:12]=1[C:25]([O:27][CH3:28])=[O:26]. Given the reactants [Br:1]Br.[C:3]([O:7][C:8](=[O:30])[CH2:9][N:10]1[C:15](=[O:16])[CH2:14][CH:13]([C:17]2[CH:22]=[C:21]([Cl:23])[CH:20]=[CH:19][C:18]=2[Cl:24])[C:12]([C:25]([O:27][CH3:28])=[O:26])=[C:11]1[CH3:29])([CH3:6])([CH3:5])[CH3:4], predict the reaction product.